Dataset: Full USPTO retrosynthesis dataset with 1.9M reactions from patents (1976-2016). Task: Predict the reactants needed to synthesize the given product. (1) Given the product [NH2:30][C@@H:29]([C:28]#[C:27][C:25]1[S:26][C:19]2[C:18]([NH:17][C:4]3[CH:5]=[CH:6][C:7]([O:8][CH2:9][C:10]4[CH:15]=[CH:14][CH:13]=[C:12]([F:16])[CH:11]=4)=[C:2]([Cl:1])[CH:3]=3)=[N:23][CH:22]=[N:21][C:20]=2[CH:24]=1)[CH2:33][OH:32], predict the reactants needed to synthesize it. The reactants are: [Cl:1][C:2]1[CH:3]=[C:4]([NH:17][C:18]2[C:19]3[S:26][C:25]([C:27]#[C:28][C@H:29]4[CH2:33][O:32]C(C)(C)[N:30]4C(OC(C)(C)C)=O)=[CH:24][C:20]=3[N:21]=[CH:22][N:23]=2)[CH:5]=[CH:6][C:7]=1[O:8][CH2:9][C:10]1[CH:15]=[CH:14][CH:13]=[C:12]([F:16])[CH:11]=1.FC(F)(F)C(O)=O. (2) Given the product [C:11]1([C:14]2[CH:19]=[CH:18][CH:17]=[CH:16][CH:15]=2)[CH:10]=[CH:9][C:8]([NH:7][CH:18]2[CH2:6][CH2:5][C:4]3([O:3][O:2][CH:31]([C:14]([C:11]4[CH:12]=[CH:13][CH:8]=[CH:9][CH:10]=4)=[CH2:15])[CH2:30][O:32]3)[CH2:16][CH2:17]2)=[CH:13][CH:12]=1, predict the reactants needed to synthesize it. The reactants are: O1[CH2:6][CH2:5][CH2:4][O:3][O:2]1.[NH2:7][C:8]1[CH:13]=[CH:12][C:11]([C:14]2[CH:19]=[CH:18][CH:17]=[CH:16][CH:15]=2)=[CH:10][CH:9]=1.C(O[BH-](O[C:30](=[O:32])[CH3:31])OC(=O)C)(=O)C.[Na+].O. (3) Given the product [CH3:44][O:43][C:34](=[O:42])[C:35]1[CH:41]=[CH:40][CH:39]=[CH:38][C:36]=1[O:37][CH2:46][CH2:47][N:48]1[CH2:52][CH2:51][CH2:50][CH2:49]1, predict the reactants needed to synthesize it. The reactants are: C1(P(C2C=CC=CC=2)C2C=CC=CC=2)C=CC=CC=1.CC(OC(/N=N/C(OC(C)C)=O)=O)C.[C:34]([O:43][CH3:44])(=[O:42])[C:35]1[C:36](=[CH:38][CH:39]=[CH:40][CH:41]=1)[OH:37].O[CH2:46][CH2:47][N:48]1[CH2:52][CH2:51][CH2:50][CH2:49]1. (4) Given the product [CH3:18][S:19]([C:22]1[CH:23]=[C:24]2[C:28](=[CH:29][CH:30]=1)[N:27]([C:2]1[N:7]=[CH:6][C:5]([O:8][CH:9]3[CH2:14][CH2:13][N:12]([C:15]([O:17][C:32]([CH3:34])([CH3:33])[CH3:31])=[O:16])[CH2:11][CH2:10]3)=[CH:4][CH:3]=1)[CH:26]=[CH:25]2)(=[O:21])=[O:20], predict the reactants needed to synthesize it. The reactants are: Cl[C:2]1[N:7]=[CH:6][C:5]([O:8][CH:9]2[CH2:14][CH2:13][N:12]([C:15]([O-:17])=[O:16])[CH2:11][CH2:10]2)=[CH:4][CH:3]=1.[CH3:18][S:19]([C:22]1[CH:23]=[C:24]2[C:28](=[CH:29][CH:30]=1)[NH:27][CH:26]=[CH:25]2)(=[O:21])=[O:20].[CH3:31][C:32]([O-])([CH3:34])[CH3:33].[Na+].